This data is from Catalyst prediction with 721,799 reactions and 888 catalyst types from USPTO. The task is: Predict which catalyst facilitates the given reaction. (1) Reactant: Br[C:2]1[S:3][C:4]2[C:10]([C:11]3[CH:16]=[CH:15][C:14]([Cl:17])=[CH:13][CH:12]=3)=[C:9]([C@H:18]([O:23][C:24]([CH3:27])([CH3:26])[CH3:25])[C:19]([O:21][CH3:22])=[O:20])[C:8]([CH3:28])=[CH:7][C:5]=2[N:6]=1.[Cl:29][C:30]1[CH:35]=[C:34](B(O)O)[CH:33]=[CH:32][N:31]=1.C([O-])([O-])=O.[K+].[K+].CCOC(C)=O. Product: [C:24]([O:23][C@@H:18]([C:9]1[C:8]([CH3:28])=[CH:7][C:5]2[N:6]=[C:2]([C:34]3[CH:33]=[CH:32][N:31]=[C:30]([Cl:29])[CH:35]=3)[S:3][C:4]=2[C:10]=1[C:11]1[CH:16]=[CH:15][C:14]([Cl:17])=[CH:13][CH:12]=1)[C:19]([O:21][CH3:22])=[O:20])([CH3:27])([CH3:26])[CH3:25]. The catalyst class is: 77. (2) Reactant: Cl[CH2:2][C:3](=O)[CH2:4][C:5]([O:7][CH2:8][CH3:9])=[O:6].[N:11]1[CH:16]=[CH:15][CH:14]=[CH:13][C:12]=1[NH2:17]. Product: [N:17]1[C:3]([CH2:4][C:5]([O:7][CH2:8][CH3:9])=[O:6])=[CH:2][N:11]2[CH:16]=[CH:15][CH:14]=[CH:13][C:12]=12. The catalyst class is: 1. (3) Reactant: [CH:1]1([N:4]2[C:8]3([CH2:13][CH2:12][CH2:11][CH2:10][CH2:9]3)[CH2:7][N:6]([C:14]3[CH:19]=[CH:18][C:17]([O:20]C)=[CH:16][CH:15]=3)[C:5]2=[O:22])[CH2:3][CH2:2]1.B(Cl)(Cl)Cl. Product: [CH:1]1([N:4]2[C:8]3([CH2:9][CH2:10][CH2:11][CH2:12][CH2:13]3)[CH2:7][N:6]([C:14]3[CH:19]=[CH:18][C:17]([OH:20])=[CH:16][CH:15]=3)[C:5]2=[O:22])[CH2:2][CH2:3]1. The catalyst class is: 13. (4) Reactant: [CH3:1][O:2][C:3]([C:5]1[N:6]([CH3:17])[C:7]2[C:12]([CH:13]=1)=[CH:11][C:10]([N+:14]([O-])=O)=[CH:9][CH:8]=2)=[O:4].O.O.Cl[Sn]Cl.[C@H](O)(C([O-])=O)[C@@H](O)C([O-])=O.[Na+].[K+].C([O-])(O)=O.[Na+]. Product: [CH3:1][O:2][C:3]([C:5]1[N:6]([CH3:17])[C:7]2[C:12]([CH:13]=1)=[CH:11][C:10]([NH2:14])=[CH:9][CH:8]=2)=[O:4]. The catalyst class is: 3. (5) Reactant: I[C:2]1[CH:3]=[N:4][N:5]([CH2:7][CH2:8][O:9][CH:10]2[CH2:15][CH2:14][CH2:13][CH2:12][O:11]2)[CH:6]=1.C([Mg]Cl)(C)C.CO[B:23]1[O:27][C:26]([CH3:29])([CH3:28])[C:25]([CH3:31])([CH3:30])[O:24]1. Product: [O:11]1[CH2:12][CH2:13][CH2:14][CH2:15][CH:10]1[O:9][CH2:8][CH2:7][N:5]1[CH:6]=[C:2]([B:23]2[O:27][C:26]([CH3:29])([CH3:28])[C:25]([CH3:31])([CH3:30])[O:24]2)[CH:3]=[N:4]1. The catalyst class is: 1.